This data is from Forward reaction prediction with 1.9M reactions from USPTO patents (1976-2016). The task is: Predict the product of the given reaction. (1) Given the reactants [CH2:1]([O:3][C:4]([C:6]1[S:10][C:9](Br)=[N:8][C:7]=1[CH2:12][N:13]([CH2:20][C:21]1[CH:26]=[CH:25][C:24]([O:27][CH3:28])=[CH:23][C:22]=1[O:29][CH3:30])[CH2:14][C:15]([O:17][CH2:18][CH3:19])=[O:16])=[O:5])[CH3:2].[CH3:31][O:32][C:33]1[CH:38]=[CH:37][CH:36]=[CH:35][C:34]=1B(O)O.C(=O)([O-])[O-].[Cs+].[Cs+], predict the reaction product. The product is: [CH2:1]([O:3][C:4]([C:6]1[S:10][C:9]([C:34]2[CH:35]=[CH:36][CH:37]=[CH:38][C:33]=2[O:32][CH3:31])=[N:8][C:7]=1[CH2:12][N:13]([CH2:20][C:21]1[CH:26]=[CH:25][C:24]([O:27][CH3:28])=[CH:23][C:22]=1[O:29][CH3:30])[CH2:14][C:15]([O:17][CH2:18][CH3:19])=[O:16])=[O:5])[CH3:2]. (2) The product is: [N:18]1([CH:15]2[CH2:16][CH2:17][N:12]([S:9]([C:6]3[C:7]([OH:8])=[C:2]([NH:1][C:29]4[C:28](=[O:31])[C:27](=[O:32])[C:26]=4[Cl:25])[CH:3]=[CH:4][C:5]=3[Cl:24])(=[O:11])=[O:10])[CH2:13][CH2:14]2)[CH2:23][CH2:22][CH2:21][CH2:20][CH2:19]1. Given the reactants [NH2:1][C:2]1[C:7]([OH:8])=[C:6]([S:9]([N:12]2[CH2:17][CH2:16][CH:15]([N:18]3[CH2:23][CH2:22][CH2:21][CH2:20][CH2:19]3)[CH2:14][CH2:13]2)(=[O:11])=[O:10])[C:5]([Cl:24])=[CH:4][CH:3]=1.[Cl:25][C:26]1[C:27](=[O:32])[C:28](=[O:31])[C:29]=1Cl, predict the reaction product. (3) Given the reactants [C:9](O[C:9]([O:11][C:12]([CH3:15])([CH3:14])[CH3:13])=[O:10])([O:11][C:12]([CH3:15])([CH3:14])[CH3:13])=[O:10].[CH:16]1([NH:19][C:20]2[N:25]3[N:26]=[CH:27][CH:28]=[C:24]3[N:23]=[C:22]([S:29][CH3:30])[N:21]=2)[CH2:18][CH2:17]1, predict the reaction product. The product is: [CH:16]1([N:19]([C:20]2[N:25]3[N:26]=[CH:27][CH:28]=[C:24]3[N:23]=[C:22]([S:29][CH3:30])[N:21]=2)[C:9](=[O:10])[O:11][C:12]([CH3:13])([CH3:14])[CH3:15])[CH2:18][CH2:17]1. (4) Given the reactants [CH2:1]([N:8]1[CH2:14][CH2:13][CH:12]2[C:10]([CH2:15][NH:16][C:17]3[CH:22]=[CH:21][CH:20]=[CH:19][CH:18]=3)([CH2:11]2)[CH2:9]1)[C:2]1[CH:7]=[CH:6][CH:5]=[CH:4][CH:3]=1.CCN(C(C)C)C(C)C.[C:32](Cl)(=[O:35])[CH2:33][CH3:34], predict the reaction product. The product is: [CH2:1]([N:8]1[CH2:14][CH2:13][CH:12]2[C:10]([CH2:15][N:16]([C:17]3[CH:22]=[CH:21][CH:20]=[CH:19][CH:18]=3)[C:32](=[O:35])[CH2:33][CH3:34])([CH2:11]2)[CH2:9]1)[C:2]1[CH:3]=[CH:4][CH:5]=[CH:6][CH:7]=1. (5) Given the reactants [CH3:1][C:2]1[CH:11]=[C:10]([CH2:12][O:13][C:14]2[CH:19]=[CH:18][C:17]([S:20]([NH:23][C@H:24]3[CH2:29][CH2:28][CH2:27][CH2:26][C@H:25]3[C:30](O)=[O:31])(=[O:22])=[O:21])=[CH:16][CH:15]=2)[C:9]2[C:4](=[CH:5][CH:6]=[CH:7][CH:8]=2)[N:3]=1.[NH2:33][OH:34], predict the reaction product. The product is: [OH:34][NH:33][C:30]([C@@H:25]1[CH2:26][CH2:27][CH2:28][CH2:29][C@@H:24]1[NH:23][S:20]([C:17]1[CH:16]=[CH:15][C:14]([O:13][CH2:12][C:10]2[C:9]3[C:4](=[CH:5][CH:6]=[CH:7][CH:8]=3)[N:3]=[C:2]([CH3:1])[CH:11]=2)=[CH:19][CH:18]=1)(=[O:22])=[O:21])=[O:31].